Task: Predict the reactants needed to synthesize the given product.. Dataset: Full USPTO retrosynthesis dataset with 1.9M reactions from patents (1976-2016) (1) Given the product [CH2:36]([O:38][C:39](=[O:47])[CH2:40][C:41]1[N:42]=[C:43]([NH:46][C:14](=[O:15])[CH2:13][CH2:12][CH:6]2[C:7]3[C:3](=[C:2]([F:1])[CH:10]=[CH:9][C:8]=3[F:11])[C:4](=[O:35])[N:5]2[CH2:27][C:28]2[CH:29]=[CH:30][C:31]([F:34])=[CH:32][CH:33]=2)[S:44][CH:45]=1)[CH3:37], predict the reactants needed to synthesize it. The reactants are: [F:1][C:2]1[CH:10]=[CH:9][C:8]([F:11])=[C:7]2[C:3]=1[C:4](=[O:35])[N:5]([CH2:27][C:28]1[CH:33]=[CH:32][C:31]([F:34])=[CH:30][CH:29]=1)[CH:6]2[CH2:12][CH2:13][C:14](NC1C=CC(C(F)(F)F)=CN=1)=[O:15].[CH2:36]([O:38][C:39](=[O:47])[CH2:40][C:41]1[N:42]=[C:43]([NH2:46])[S:44][CH:45]=1)[CH3:37]. (2) Given the product [NH2:21][C:15](=[N:11][NH:10][C:8](=[O:9])[CH2:7][C:1]1[CH:6]=[CH:5][CH:4]=[CH:3][CH:2]=1)[C:16]([O:18][CH2:19][CH3:20])=[O:17], predict the reactants needed to synthesize it. The reactants are: [C:1]1([CH2:7][C:8]([NH:10][NH2:11])=[O:9])[CH:6]=[CH:5][CH:4]=[CH:3][CH:2]=1.C(O[C:15](=[NH:21])[C:16]([O:18][CH2:19][CH3:20])=[O:17])C. (3) Given the product [F:1][C:2]1[C:9]([O:10][CH3:11])=[CH:8][CH:7]=[CH:6][C:3]=1[CH2:4][NH2:14], predict the reactants needed to synthesize it. The reactants are: [F:1][C:2]1[C:9]([O:10][CH3:11])=[CH:8][CH:7]=[CH:6][C:3]=1[CH:4]=O.Cl.Cl.[NH2:14]O. (4) Given the product [ClH:1].[CH3:28][O:29][C:30]1[CH:52]=[CH:51][C:33]([O:34][C:35]2[CH:44]=[C:43]3[C:38]([CH2:39][CH:40]([C:45]4[CH:50]=[CH:49][CH:48]=[CH:47][CH:46]=4)[CH2:41][O:42]3)=[CH:37][CH:36]=2)=[C:32]([NH2:53])[CH:31]=1, predict the reactants needed to synthesize it. The reactants are: [ClH:1].COC1C=CC(OC2C=C3C(=CC=2)OC(C2C=CC=CC=2)CC3)=C(N)C=1.[CH3:28][O:29][C:30]1[CH:52]=[CH:51][C:33]([O:34][C:35]2[CH:44]=[C:43]3[C:38]([CH2:39][CH:40]([C:45]4[CH:50]=[CH:49][CH:48]=[CH:47][CH:46]=4)[CH2:41][O:42]3)=[CH:37][CH:36]=2)=[C:32]([N+:53]([O-])=O)[CH:31]=1. (5) The reactants are: C([O:8][C:9]1[CH:14]=[CH:13][C:12]([C@@H:15]([OH:35])[CH2:16][NH:17][C@H:18]([CH2:33][OH:34])[CH2:19][C:20]2[CH:25]=[CH:24][C:23]([S:26][C:27]3[CH:32]=[CH:31][CH:30]=[CH:29][CH:28]=3)=[CH:22][CH:21]=2)=[CH:11][C:10]=1[NH:36][S:37]([CH3:40])(=[O:39])=[O:38])C1C=CC=CC=1.B(Br)(Br)Br. Given the product [OH:8][C:9]1[CH:14]=[CH:13][C:12]([C@@H:15]([OH:35])[CH2:16][NH:17][C@H:18]([CH2:33][OH:34])[CH2:19][C:20]2[CH:21]=[CH:22][C:23]([S:26][C:27]3[CH:32]=[CH:31][CH:30]=[CH:29][CH:28]=3)=[CH:24][CH:25]=2)=[CH:11][C:10]=1[NH:36][S:37]([CH3:40])(=[O:39])=[O:38], predict the reactants needed to synthesize it. (6) Given the product [Cl:6][C:7]1[CH:8]=[CH:9][C:10]([C:31]([O:33][CH3:34])=[O:32])=[C:11]2[C:15]=1[N:14]=[C:13]1[N:16]([C:17]3[C:18]([CH3:26])=[N:19][C:20]([N:23]([CH3:25])[CH3:24])=[CH:21][CH:22]=3)[CH2:29][CH2:28][CH2:27][N:12]21, predict the reactants needed to synthesize it. The reactants are: CS(Cl)(=O)=O.[Cl:6][C:7]1[C:15]2[N:14]=[C:13]([NH:16][C:17]3[C:18]([CH3:26])=[N:19][C:20]([N:23]([CH3:25])[CH3:24])=[CH:21][CH:22]=3)[N:12]([CH2:27][CH2:28][CH2:29]O)[C:11]=2[C:10]([C:31]([O:33][CH3:34])=[O:32])=[CH:9][CH:8]=1.S([O-])(=O)(=O)C.C(=O)([O-])[O-].[K+].[K+]. (7) Given the product [OH:5][C:3]([CH:2]([CH3:6])[CH3:1])=[CH:4][C:7](=[O:13])[C:8]([O:10][CH2:11][CH3:12])=[O:9], predict the reactants needed to synthesize it. The reactants are: [CH3:1][CH:2]([CH3:6])[C:3](=[O:5])[CH3:4].[C:7](OCC)(=[O:13])[C:8]([O:10][CH2:11][CH3:12])=[O:9].[O-]CC.[Na+].